From a dataset of Catalyst prediction with 721,799 reactions and 888 catalyst types from USPTO. Predict which catalyst facilitates the given reaction. (1) Reactant: [NH2:1][C:2]1[CH:13]=[CH:12][C:5]2[N:6]([CH2:10][CH3:11])[C:7](=[O:9])[O:8][C:4]=2[CH:3]=1.C(O[CH:17]=[C:18]([C:24](=[O:31])[NH:25][C:26](OCC)=[O:27])[C:19]([O:21][CH2:22][CH3:23])=[O:20])C.CC(C)([O-])C.[K+].Cl. Product: [CH2:10]([N:6]1[C:5]2[CH:12]=[CH:13][C:2]([N:1]3[CH:17]=[C:18]([C:19]([O:21][CH2:22][CH3:23])=[O:20])[C:24](=[O:31])[NH:25][C:26]3=[O:27])=[CH:3][C:4]=2[O:8][C:7]1=[O:9])[CH3:11]. The catalyst class is: 40. (2) Reactant: [Cl:1]N1C(=O)CCC1=O.[S:9]1[CH:13]=[CH:12][C:11]([C:14]#[N:15])=[CH:10]1.C([O-])([O-])=O.[K+].[K+]. Product: [ClH:1].[Cl:1][C:13]1[S:9][CH:10]=[C:11]([CH2:14][NH2:15])[CH:12]=1. The catalyst class is: 81. (3) Reactant: [N:1]1[C:10]2[C:5](=[CH:6][CH:7]=[CH:8][CH:9]=2)[CH:4]=[C:3]([C:11]2[C:19]3[N:18]4[CH:20]=[CH:21][CH:22]=[C:17]4[C:16](=O)[C:15]=3[CH:14]=[CH:13][CH:12]=2)[CH:2]=1.[ClH:24].[NH2:25][OH:26]. Product: [ClH:24].[N:1]1[C:10]2[C:5](=[CH:6][CH:7]=[CH:8][CH:9]=2)[CH:4]=[C:3]([C:11]2[C:19]3[N:18]4[CH:20]=[CH:21][CH:22]=[C:17]4[C:16](=[N:25][OH:26])[C:15]=3[CH:14]=[CH:13][CH:12]=2)[CH:2]=1. The catalyst class is: 17.